From a dataset of Forward reaction prediction with 1.9M reactions from USPTO patents (1976-2016). Predict the product of the given reaction. (1) Given the reactants [CH3:1][N:2]1[CH2:7][CH2:6][NH:5][CH2:4][CH2:3]1.Br[CH2:9][CH2:10][CH2:11][Cl:12], predict the reaction product. The product is: [Cl:12][CH2:11][CH2:10][CH2:9][N:5]1[CH2:6][CH2:7][N:2]([CH3:1])[CH2:3][CH2:4]1. (2) Given the reactants [CH:1]1([CH2:5][C:6]2[N:7]=[C:8]([C:11]([NH:13][NH:14][C:15](=O)[CH2:16][C:17]([CH3:23])([CH3:22])[C:18]([O:20][CH3:21])=[O:19])=O)[S:9][CH:10]=2)[CH2:4][CH2:3][CH2:2]1.COC1C=CC(P2(SP(C3C=CC(OC)=CC=3)(=S)S2)=[S:34])=CC=1.O, predict the reaction product. The product is: [CH:1]1([CH2:5][C:6]2[N:7]=[C:8]([C:11]3[S:34][C:15]([CH2:16][C:17]([CH3:23])([CH3:22])[C:18]([O:20][CH3:21])=[O:19])=[N:14][N:13]=3)[S:9][CH:10]=2)[CH2:4][CH2:3][CH2:2]1. (3) Given the reactants Br.Br[C:3]1[C:8](=[O:9])[N:7]2[CH:10]=[CH:11][CH:12]=[CH:13][C:6]2=[N:5][C:4]=1[CH2:14][CH2:15][CH:16]([CH3:18])[CH3:17].BrC1C(=O)N2C=CC=CC2=NC=1CCCC.[Cl:35][C:36]1[CH:41]=[CH:40][C:39](B(O)O)=[CH:38][CH:37]=1.COC1C=CC(B(O)O)=CC=1, predict the reaction product. The product is: [Cl:35][C:36]1[CH:41]=[CH:40][C:39]([C:3]2[C:8](=[O:9])[N:7]3[CH:10]=[CH:11][CH:12]=[CH:13][C:6]3=[N:5][C:4]=2[CH2:14][CH2:15][CH:16]([CH3:18])[CH3:17])=[CH:38][CH:37]=1. (4) Given the reactants C[Si](C)(C)[N-][Si](C)(C)C.[Li+].[C:11]([O:15][C:16]([N:18]1[CH2:23][CH2:22][CH:21]([CH:24]=O)[CH2:20][CH2:19]1)=[O:17])([CH3:14])([CH3:13])[CH3:12].Br[CH2:27][C:28]1[CH:33]=[C:32]([F:34])[C:31]([F:35])=[CH:30][C:29]=1[F:36].[Li].[Cl-].[NH4+:39], predict the reaction product. The product is: [C:11]([O:15][C:16]([N:18]1[CH2:23][CH2:22][CH:21]([CH:24]([NH2:39])[CH2:27][C:28]2[CH:33]=[C:32]([F:34])[C:31]([F:35])=[CH:30][C:29]=2[F:36])[CH2:20][CH2:19]1)=[O:17])([CH3:14])([CH3:13])[CH3:12]. (5) Given the reactants [CH:1]([NH:4][CH:5]([CH3:7])C)([CH3:3])C.CCCCCC.C([Li])CCC.FC1[C:25]([I:26])=CC=CN=1.Cl[C:28]([O:30][CH3:31])=[O:29].[CH3:32][O-:33].[Na+], predict the reaction product. The product is: [I:26][C:25]1[C:3]([C:28]([O:30][CH3:31])=[O:29])=[C:1]([O:33][CH3:32])[N:4]=[CH:5][CH:7]=1. (6) Given the reactants Br[C:2]1[CH:3]=[C:4]2[C:8](=[C:9]([C:11]#[N:12])[CH:10]=1)[N:7]([CH2:13][O:14][CH2:15][CH2:16][Si:17]([CH3:20])([CH3:19])[CH3:18])[CH:6]=[C:5]2[CH:21]1[CH2:26][CH2:25][N:24]([S:27]([CH2:30][CH3:31])(=[O:29])=[O:28])[CH2:23][CH2:22]1.[CH2:32]([N:34]([CH2:42][CH3:43])[C:35]1[CH:36]=[C:37]([OH:41])[CH:38]=[CH:39][CH:40]=1)[CH3:33].CN(C)CC(O)=O.Cl.C([O-])([O-])=O.[Cs+].[Cs+], predict the reaction product. The product is: [CH2:42]([N:34]([CH2:32][CH3:33])[C:35]1[CH:36]=[C:37]([O:41][C:2]2[CH:3]=[C:4]3[C:8](=[C:9]([C:11]#[N:12])[CH:10]=2)[N:7]([CH2:13][O:14][CH2:15][CH2:16][Si:17]([CH3:20])([CH3:19])[CH3:18])[CH:6]=[C:5]3[CH:21]2[CH2:26][CH2:25][N:24]([S:27]([CH2:30][CH3:31])(=[O:29])=[O:28])[CH2:23][CH2:22]2)[CH:38]=[CH:39][CH:40]=1)[CH3:43]. (7) Given the reactants [OH:1][C:2]1[C:3]([CH3:31])=[C:4]([CH:19]=[CH:20][C:21]=1[C:22](=[O:30])[CH2:23][C:24]1[CH:29]=[CH:28][CH:27]=[CH:26][CH:25]=1)[O:5][CH2:6][CH2:7][CH2:8][CH2:9][O:10][C:11]1[CH:18]=[CH:17][C:14]([C:15]#[N:16])=[CH:13][CH:12]=1.C[Si]([N:36]=[N+:37]=[N-:38])(C)C.C([Sn](=O)CCCC)CCC, predict the reaction product. The product is: [OH:1][C:2]1[C:3]([CH3:31])=[C:4]([O:5][CH2:6][CH2:7][CH2:8][CH2:9][O:10][C:11]2[CH:18]=[CH:17][C:14]([C:15]3[N:36]=[N:37][NH:38][N:16]=3)=[CH:13][CH:12]=2)[CH:19]=[CH:20][C:21]=1[C:22](=[O:30])[CH2:23][C:24]1[CH:25]=[CH:26][CH:27]=[CH:28][CH:29]=1. (8) The product is: [C:22]([C:19]1[N:20]=[CH:21][C:16]([NH:15][C:12]2[CH:11]=[C:10]([C:3]3[C:4]([O:8][CH3:9])=[CH:5][CH:6]=[CH:7][C:2]=3[O:67][CH2:66][CH2:65][CH2:64][NH:63][C:62](=[O:68])[O:61][C:57]([CH3:60])([CH3:58])[CH3:59])[NH:14][N:13]=2)=[N:17][CH:18]=1)#[N:23]. Given the reactants O[C:2]1[CH:7]=[CH:6][CH:5]=[C:4]([O:8][CH3:9])[C:3]=1[C:10]1[NH:14][N:13]=[C:12]([NH:15][C:16]2[N:17]=[CH:18][C:19]([C:22]#[N:23])=[N:20][CH:21]=2)[CH:11]=1.C1(P(C2C=CC=CC=2)C2C=CC=CC=2)C=CC=CC=1.CC(OC(/N=N/C(OC(C)C)=O)=O)C.[C:57]([O:61][C:62](=[O:68])[NH:63][CH2:64][CH2:65][CH2:66][OH:67])([CH3:60])([CH3:59])[CH3:58].C(=O)([O-])N, predict the reaction product. (9) Given the reactants [NH2:1][C:2]1[CH:9]=[C:8]([CH3:10])[C:5]([C:6]#[N:7])=[C:4]([CH3:11])[N:3]=1.[CH3:12][C:13]([O:16][C:17](O[C:17]([O:16][C:13]([CH3:15])([CH3:14])[CH3:12])=[O:18])=[O:18])([CH3:15])[CH3:14], predict the reaction product. The product is: [NH2:1][C:2]1[N:3]=[C:4]([CH3:11])[C:5]([CH2:6][NH:7][C:17](=[O:18])[O:16][C:13]([CH3:15])([CH3:14])[CH3:12])=[C:8]([CH3:10])[CH:9]=1. (10) Given the reactants S(S([O-])(=O)=O)([O-])(=O)=O.[Na+].[Na+].[Br:11][C:12]1[CH:21]=[C:20]2[C:15]([C:16]([NH:25][CH2:26][CH2:27][CH2:28][OH:29])=[C:17]([N+:22]([O-])=O)[CH:18]=[N:19]2)=[CH:14][CH:13]=1, predict the reaction product. The product is: [NH2:22][C:17]1[CH:18]=[N:19][C:20]2[C:15]([C:16]=1[NH:25][CH2:26][CH2:27][CH2:28][OH:29])=[CH:14][CH:13]=[C:12]([Br:11])[CH:21]=2.